Dataset: Reaction yield outcomes from USPTO patents with 853,638 reactions. Task: Predict the reaction yield, written as a fraction of the theoretical maximum amount of product (1.0 means a 100% yield; for example, 0.34 means a 34% yield). (1) The reactants are C[N:2]([CH3:19])[CH:3]=[CH:4][C:5]([C:7]1[CH:8]=[C:9]([N:13]([CH2:17][CH3:18])[C:14](=[O:16])[CH3:15])[CH:10]=[CH:11][CH:12]=1)=O.N[C:21]1[C:25]([C:26]#[N:27])=C[NH:23][N:22]=1.P(=O)(O)(O)O. The catalyst is O.C(O)C. The product is [CH3:18][CH2:17][N:13]([C:14]([CH3:15])=[O:16])[C:9]1[CH:10]=[CH:11][CH:12]=[C:7]([C:5]2[N:23]3[N:22]=[CH:21][C:25]([C:26]#[N:27])=[C:19]3[N:2]=[CH:3][CH:4]=2)[CH:8]=1. The yield is 0.967. (2) The reactants are [NH:1]1[CH2:7][CH2:6][CH2:5][CH2:4][C:3]2[CH:8]=[CH:9][CH:10]=[CH:11][C:2]1=2.[N+:12]([O-])([O-:14])=[O:13].[K+].N. The catalyst is OS(O)(=O)=O. The product is [N+:12]([C:10]1[CH:9]=[CH:8][C:3]2[CH2:4][CH2:5][CH2:6][CH2:7][NH:1][C:2]=2[CH:11]=1)([O-:14])=[O:13]. The yield is 0.510.